The task is: Predict the reaction yield, written as a fraction of the theoretical maximum amount of product (1.0 means a 100% yield; for example, 0.34 means a 34% yield).. This data is from Reaction yield outcomes from USPTO patents with 853,638 reactions. (1) The yield is 0.220. The reactants are BrC(Br)(Br)Br.CCN([CH:12]([CH3:14])C)C(C)C.[CH3:15][N:16]([CH3:39])[C:17]([C:19]1[N:23]([C:24]2[CH:29]=[CH:28][C:27]([O:30][CH3:31])=[CH:26][CH:25]=2)[C:22]([C:32]([O:34][CH2:35][CH3:36])=[O:33])=[C:21]([OH:37])[C:20]=1[OH:38])=[O:18].[P:40]([O-:47])([O:44][CH2:45][CH3:46])[O:41][CH2:42][CH3:43]. The catalyst is CN(C1C=CN=CC=1)C.CC#N. The product is [CH2:42]([O:41][P:40]([O:37][C:21]1[C:20]([O:38][P:40]([O:47][CH2:12][CH3:14])([O:41][CH2:42][CH3:43])=[O:44])=[C:19]([C:17](=[O:18])[N:16]([CH3:15])[CH3:39])[N:23]([C:24]2[CH:25]=[CH:26][C:27]([O:30][CH3:31])=[CH:28][CH:29]=2)[C:22]=1[C:32]([O:34][CH2:35][CH3:36])=[O:33])([O:44][CH2:45][CH3:46])=[O:47])[CH3:43]. (2) The reactants are [F:1][C:2]1[CH:3]=[CH:4][C:5]([CH3:12])=[C:6]([S:8](Cl)(=[O:10])=[O:9])[CH:7]=1.[CH3:13][NH:14][CH3:15]. The catalyst is O1CCCC1. The product is [F:1][C:2]1[CH:3]=[CH:4][C:5]([CH3:12])=[C:6]([S:8]([N:14]([CH3:15])[CH3:13])(=[O:10])=[O:9])[CH:7]=1. The yield is 0.900. (3) The reactants are [Cl:1][C:2]1[CH:7]=[CH:6][C:5]([C@H:8]([C:21]([N:23]2[CH2:28][CH2:27][N:26]([C:29]3[C:34]([C:35]4[CH:40]=[CH:39][C:38]([O:41][CH3:42])=[C:37]([O:43][CH3:44])[CH:36]=4)=[CH:33][N:32]=[C:31]4[NH:45][CH:46]=[CH:47][C:30]=34)[CH2:25][CH2:24]2)=[O:22])[CH2:9][N:10]([CH:18]([CH3:20])[CH3:19])C(=O)OC(C)(C)C)=[CH:4][CH:3]=1.C(O)(C(F)(F)F)=O.C1(N)C(F)=C(F)C(F)=C(N)C=1F.Cl.Cl. The catalyst is C(Cl)Cl. The product is [Cl:1][C:2]1[CH:7]=[CH:6][C:5]([C@@H:8]([CH2:9][NH:10][CH:18]([CH3:20])[CH3:19])[C:21]([N:23]2[CH2:24][CH2:25][N:26]([C:29]3[C:34]([C:35]4[CH:40]=[CH:39][C:38]([O:41][CH3:42])=[C:37]([O:43][CH3:44])[CH:36]=4)=[CH:33][N:32]=[C:31]4[NH:45][CH:46]=[CH:47][C:30]=34)[CH2:27][CH2:28]2)=[O:22])=[CH:4][CH:3]=1. The yield is 0.720. (4) The reactants are [Cl:1][C:2]1[CH:8]=[C:7]([O:9][C:10]2[C:19]3[C:14](=[CH:15][C:16]([O:22][CH3:23])=[C:17]([O:20][CH3:21])[CH:18]=3)[N:13]=[CH:12][N:11]=2)[CH:6]=[CH:5][C:3]=1[NH2:4].C(N(CC)CC)C.ClC(Cl)(O[C:35](=[O:41])OC(Cl)(Cl)Cl)Cl.Cl.[NH2:44][C:45]1[S:49][N:48]=[C:47]([CH3:50])[CH:46]=1. The catalyst is C(Cl)(Cl)Cl.O. The product is [Cl:1][C:2]1[CH:8]=[C:7]([O:9][C:10]2[C:19]3[C:14](=[CH:15][C:16]([O:22][CH3:23])=[C:17]([O:20][CH3:21])[CH:18]=3)[N:13]=[CH:12][N:11]=2)[CH:6]=[CH:5][C:3]=1[NH:4][C:35]([NH:44][C:45]1[S:49][N:48]=[C:47]([CH3:50])[CH:46]=1)=[O:41]. The yield is 0.220. (5) The reactants are [SH:1][C:2]1[CH:7]=[CH:6][CH:5]=[CH:4][N:3]=1.[H-].[Na+].CS(O[C:15]1[CH:20]=[CH:19][CH:18]=[C:17]([C:21]2[S:22][C:23]3[CH:31]=[CH:30][CH:29]=[CH:28][C:24]=3[C:25](=[O:27])[N:26]=2)[N:16]=1)(=O)=O.[C:32](OCC)(=O)C. The catalyst is CN(C=O)C.O. The product is [N:3]1[CH:4]=[CH:5][CH:6]=[CH:7][C:2]=1[S:1][CH2:32][C:15]1[N:16]=[C:17]([C:21]2[S:22][C:23]3[CH:31]=[CH:30][CH:29]=[CH:28][C:24]=3[C:25](=[O:27])[N:26]=2)[CH:18]=[CH:19][CH:20]=1. The yield is 0.870. (6) The reactants are [C:1]1([N:7]2[C:15]3[C:10](=[CH:11][CH:12]=[CH:13][CH:14]=3)[C:9](=O)[C:8]2=[O:17])[CH:6]=[CH:5][CH:4]=[CH:3][CH:2]=1.[OH-].[K+].O.NN.Cl. The catalyst is C(O)CO.O. The product is [C:1]1([N:7]2[C:15]3[C:10](=[CH:11][CH:12]=[CH:13][CH:14]=3)[CH2:9][C:8]2=[O:17])[CH:2]=[CH:3][CH:4]=[CH:5][CH:6]=1. The yield is 0.900.